From a dataset of Full USPTO retrosynthesis dataset with 1.9M reactions from patents (1976-2016). Predict the reactants needed to synthesize the given product. (1) Given the product [F:12][C:4]1[CH:3]=[C:2]([NH:1][C:20](=[O:21])[O:22][C:23]2[CH:28]=[CH:27][CH:26]=[CH:25][CH:24]=2)[CH:7]=[CH:6][C:5]=1[C:8]1([OH:11])[CH2:9][CH2:10]1, predict the reactants needed to synthesize it. The reactants are: [NH2:1][C:2]1[CH:7]=[CH:6][C:5]([C:8]2([OH:11])[CH2:10][CH2:9]2)=[C:4]([F:12])[CH:3]=1.N1C=CC=CC=1.Cl[C:20]([O:22][C:23]1[CH:28]=[CH:27][CH:26]=[CH:25][CH:24]=1)=[O:21]. (2) Given the product [CH3:95][CH2:94][CH2:93][CH2:92][N+:87]([CH2:96][CH2:97][CH2:98][CH3:99])([CH2:86][CH2:85][CH2:84][CH3:83])[CH2:88][CH2:89][CH2:90][CH3:91].[F-:100].[C@@H:6]1([N:13]2[CH:20]=[CH:19][C:17](=[O:18])[NH:16][C:14]2=[O:15])[O:7][C@H:8]([CH2:11][OH:12])[C@@H:9]([OH:10])[C@H:5]1[OH:4], predict the reactants needed to synthesize it. The reactants are: NOC[O:4][C@@H:5]1[C@H:9]([OH:10])[C@@H:8]([CH2:11][OH:12])[O:7][C@H:6]1[N:13]1[CH:20]=[CH:19][C:17](=[O:18])[NH:16][C:14]1=[O:15].C=C(CCC[C@H]([C@@H]1[C@]2(C)[C@H]([C@H]3[C@H](CC2)[C@]2(C)C(CC(=O)CC2)CC3)CC1)C)C.S(Cl)(C1C2C=CC=C(N(C)C)C=2C=CC=1)(=O)=O.[C@@H]1(N2C=CC(=O)NC2=O)O[C@H](CO)[C@@H](O)[C@H]1O.[CH3:83][CH2:84][CH2:85][CH2:86][N+:87]([CH2:96][CH2:97][CH2:98][CH3:99])([CH2:92][CH2:93][CH2:94][CH3:95])[CH2:88][CH2:89][CH2:90][CH3:91].[F-:100].C1COCC1.[C@@H]1(N2C=CC(N)=NC2=O)O[C@H](CO)[C@@H](O)[C@H]1O. (3) Given the product [Cl:18][C:19]1[CH:20]=[C:21]2[C:25](=[CH:26][CH:27]=1)[NH:24][CH:23]=[C:22]2[CH2:28][CH2:29][NH:30][C:14]([C:11]1[N:10]=[C:9]([C:3]2[CH:4]=[C:5]([F:8])[CH:6]=[CH:7][C:2]=2[F:1])[O:13][N:12]=1)=[O:16], predict the reactants needed to synthesize it. The reactants are: [F:1][C:2]1[CH:7]=[CH:6][C:5]([F:8])=[CH:4][C:3]=1[C:9]1[O:13][N:12]=[C:11]([C:14]([O-:16])=O)[N:10]=1.Cl.[Cl:18][C:19]1[CH:20]=[C:21]2[C:25](=[CH:26][CH:27]=1)[NH:24][CH:23]=[C:22]2[CH2:28][CH2:29][NH2:30].CN(C(ON1N=NC2C=CC=NC1=2)=[N+](C)C)C.F[P-](F)(F)(F)(F)F.C(N(CC)C(C)C)(C)C. (4) Given the product [F:14][C:11]1[CH:12]=[C:13]2[C:8]([CH2:7][CH2:6][N:5]([C:3](=[O:4])[C:2]([F:1])([F:15])[F:16])[CH2:22]2)=[CH:9][CH:10]=1, predict the reactants needed to synthesize it. The reactants are: [F:1][C:2]([F:16])([F:15])[C:3]([NH:5][CH2:6][CH2:7][C:8]1[CH:13]=[CH:12][C:11]([F:14])=[CH:10][CH:9]=1)=[O:4].S(=O)(=O)(O)O.[C:22](O)(=O)C.C=O. (5) Given the product [C:31]([C:2]1[CH:7]=[CH:6][N:5]2[C:8]([C:11]3[CH:12]=[C:13]([NH:17][C:18]([NH:20][CH2:21][C:22]([F:25])([F:24])[F:23])=[O:19])[CH:14]=[CH:15][CH:16]=3)=[CH:9][N:10]=[C:4]2[CH:3]=1)(=[O:33])[CH3:32], predict the reactants needed to synthesize it. The reactants are: Cl[C:2]1[CH:7]=[CH:6][N:5]2[C:8]([C:11]3[CH:12]=[C:13]([NH:17][C:18]([NH:20][CH2:21][C:22]([F:25])([F:24])[F:23])=[O:19])[CH:14]=[CH:15][CH:16]=3)=[CH:9][N:10]=[C:4]2[CH:3]=1.C([Sn](CCCC)(CCCC)[C:31]([O:33]CC)=[CH2:32])CCC.[Cl-].[Li+]. (6) Given the product [F:36][C:37]([F:42])([F:41])[C:38]([OH:40])=[O:39].[NH:8]1[CH2:12][CH2:11][CH:10]([C:13]([C:15]2[C:23]3[C:18](=[N:19][CH:20]=[C:21]([C:24]4[CH:29]=[C:28]([O:30][CH3:31])[C:27]([O:32][CH3:33])=[C:26]([O:34][CH3:35])[CH:25]=4)[N:22]=3)[NH:17][CH:16]=2)=[O:14])[CH2:9]1, predict the reactants needed to synthesize it. The reactants are: C(OC([N:8]1[CH2:12][CH2:11][CH:10]([C:13]([C:15]2[C:23]3[C:18](=[N:19][CH:20]=[C:21]([C:24]4[CH:29]=[C:28]([O:30][CH3:31])[C:27]([O:32][CH3:33])=[C:26]([O:34][CH3:35])[CH:25]=4)[N:22]=3)[NH:17][CH:16]=2)=[O:14])[CH2:9]1)=O)(C)(C)C.[F:36][C:37]([F:42])([F:41])[C:38]([OH:40])=[O:39]. (7) Given the product [CH3:27][O:28][C:39]([C:21]1[N:20]=[C:19]([O:18][C:11]2[C:12]3[C:17](=[CH:16][CH:15]=[CH:14][CH:13]=3)[C:8]([NH:7][C:6]([O:5][C:1]([CH3:4])([CH3:3])[CH3:2])=[O:26])=[CH:9][CH:10]=2)[CH:24]=[CH:23][N:22]=1)=[O:40], predict the reactants needed to synthesize it. The reactants are: [C:1]([O:5][C:6](=[O:26])[NH:7][C:8]1[C:17]2[C:12](=[CH:13][CH:14]=[CH:15][CH:16]=2)[C:11]([O:18][C:19]2[CH:24]=[CH:23][N:22]=[C:21](I)[N:20]=2)=[CH:10][CH:9]=1)([CH3:4])([CH3:3])[CH3:2].[CH3:27][OH:28].CCN(CC)CC.CN([CH:39]=[O:40])C. (8) Given the product [F:22][C:19]1[CH:20]=[CH:21][C:16]([C:3]2[C:2]([N:23]3[CH2:27][CH2:26][CH2:25][CH2:24]3)=[N:11][C:10]3[C:5](=[CH:6][CH:7]=[C:8]([C:12]([O:14][CH3:15])=[O:13])[CH:9]=3)[N:4]=2)=[CH:17][CH:18]=1, predict the reactants needed to synthesize it. The reactants are: Cl[C:2]1[C:3]([C:16]2[CH:21]=[CH:20][C:19]([F:22])=[CH:18][CH:17]=2)=[N:4][C:5]2[C:10]([N:11]=1)=[CH:9][C:8]([C:12]([O:14][CH3:15])=[O:13])=[CH:7][CH:6]=2.[NH:23]1[CH2:27][CH2:26][CH2:25][CH2:24]1.CCN(C(C)C)C(C)C. (9) Given the product [CH2:1]([O:3][C:4](=[O:31])[C:5]([O:8][C:9]1[CH:14]=[CH:13][C:12]([O:15][CH2:16][CH2:17][C:18]2[N:19]=[C:20]([C:24]3[CH:29]=[CH:28][C:27]([C:36]4[CH:37]=[CH:38][C:33]([F:32])=[CH:34][CH:35]=4)=[CH:26][CH:25]=3)[O:21][C:22]=2[CH3:23])=[CH:11][CH:10]=1)([CH3:7])[CH3:6])[CH3:2], predict the reactants needed to synthesize it. The reactants are: [CH2:1]([O:3][C:4](=[O:31])[C:5]([O:8][C:9]1[CH:14]=[CH:13][C:12]([O:15][CH2:16][CH2:17][C:18]2[N:19]=[C:20]([C:24]3[CH:29]=[CH:28][C:27](Br)=[CH:26][CH:25]=3)[O:21][C:22]=2[CH3:23])=[CH:11][CH:10]=1)([CH3:7])[CH3:6])[CH3:2].[F:32][C:33]1[CH:38]=[CH:37][C:36](B(O)O)=[CH:35][CH:34]=1.C1(C)C=CC=CC=1.C(=O)([O-])[O-].[Na+].[Na+]. (10) Given the product [CH3:23][NH:22][C:14]1[CH:13]=[C:12]2[C:17](=[CH:16][CH:15]=1)[NH:18][C:19]1[CH:20]=[CH:21][C:9]([OH:8])=[CH:10][C:11]2=1, predict the reactants needed to synthesize it. The reactants are: C([O:8][C:9]1[CH:10]=[C:11]2[C:19](=[CH:20][CH:21]=1)[NH:18][C:17]1[CH:16]=[CH:15][C:14]([NH:22][CH3:23])=[CH:13][C:12]2=1)C1C=CC=CC=1.